This data is from Catalyst prediction with 721,799 reactions and 888 catalyst types from USPTO. The task is: Predict which catalyst facilitates the given reaction. (1) Reactant: [NH2:1][C:2]1[C:3]([OH:12])=[C:4]([CH:9]=[CH:10][CH:11]=1)[C:5]([O:7][CH3:8])=[O:6].N1C=CC=CC=1.[N:19]1[CH:24]=[CH:23][CH:22]=[CH:21][C:20]=1[C:25]1[CH:33]=[CH:32][C:28]([C:29](Cl)=[O:30])=[CH:27][CH:26]=1. Product: [OH:12][C:3]1[C:2]([NH:1][C:29](=[O:30])[C:28]2[CH:32]=[CH:33][C:25]([C:20]3[CH:21]=[CH:22][CH:23]=[CH:24][N:19]=3)=[CH:26][CH:27]=2)=[CH:11][CH:10]=[CH:9][C:4]=1[C:5]([O:7][CH3:8])=[O:6]. The catalyst class is: 11. (2) Reactant: [C:1]([CH:3]([C:8]1[CH:20]=[CH:19][C:11]([C:12]([O:14][C:15]([CH3:18])([CH3:17])[CH3:16])=[O:13])=[CH:10][CH:9]=1)[C:4]([O:6][CH3:7])=[O:5])#[N:2].[ClH:21]. Product: [ClH:21].[NH2:2][CH2:1][CH:3]([C:8]1[CH:9]=[CH:10][C:11]([C:12]([O:14][C:15]([CH3:16])([CH3:17])[CH3:18])=[O:13])=[CH:19][CH:20]=1)[C:4]([O:6][CH3:7])=[O:5]. The catalyst class is: 19. (3) Reactant: [NH2:1][C:2]1[CH:30]=[CH:29][C:5]([O:6][C:7]2[CH:12]=[CH:11][N:10]=[C:9]([NH:13][C:14]([N:16]3[CH2:21][CH2:20][N:19]([CH:22]4[CH2:27][CH2:26][N:25]([CH3:28])[CH2:24][CH2:23]4)[CH2:18][CH2:17]3)=[O:15])[CH:8]=2)=[CH:4][CH:3]=1.[C:31]1([CH2:37][C:38]([N:40]=[C:41]=[O:42])=[O:39])[CH:36]=[CH:35][CH:34]=[CH:33][CH:32]=1. Product: [CH3:28][N:25]1[CH2:24][CH2:23][CH:22]([N:19]2[CH2:18][CH2:17][N:16]([C:14]([NH:13][C:9]3[CH:8]=[C:7]([O:6][C:5]4[CH:4]=[CH:3][C:2]([NH:1][C:41]([NH:40][C:38](=[O:39])[CH2:37][C:31]5[CH:32]=[CH:33][CH:34]=[CH:35][CH:36]=5)=[O:42])=[CH:30][CH:29]=4)[CH:12]=[CH:11][N:10]=3)=[O:15])[CH2:21][CH2:20]2)[CH2:27][CH2:26]1. The catalyst class is: 188. (4) Reactant: C(OC(=O)[NH:7][C:8]1[C:17]2[C:12](=[CH:13][CH:14]=[CH:15][CH:16]=2)[C:11]([O:18][C:19]2[CH:24]=[CH:23][O:22][C:21](=[O:25])[CH:20]=2)=[CH:10][CH:9]=1)(C)(C)C.[ClH:27]. Product: [ClH:27].[NH2:7][C:8]1[C:17]2[C:12](=[CH:13][CH:14]=[CH:15][CH:16]=2)[C:11]([O:18][C:19]2[CH:24]=[CH:23][O:22][C:21](=[O:25])[CH:20]=2)=[CH:10][CH:9]=1. The catalyst class is: 440.